The task is: Predict the reactants needed to synthesize the given product.. This data is from Full USPTO retrosynthesis dataset with 1.9M reactions from patents (1976-2016). (1) Given the product [OH:19][C:12]1[C:13]2[CH:18]=[N:17][CH:16]=[N:15][C:14]=2[N:9]([OH:8])[C:10](=[O:21])[C:11]=1[CH3:20], predict the reactants needed to synthesize it. The reactants are: C([O:8][N:9]1[C:14]2[N:15]=[CH:16][N:17]=[CH:18][C:13]=2[C:12]([OH:19])=[C:11]([CH3:20])[C:10]1=[O:21])C1C=CC=CC=1.[H][H]. (2) Given the product [CH2:2]([O:9][C:10]1[CH:11]=[C:12]([C:18]2[C:19]([CH3:31])([CH3:30])[C:20](=[O:29])[N:21]([CH:23]3[CH2:24][CH2:25][N:26]([S:39]([C:35]4[CH:36]=[CH:37][CH:38]=[C:33]([CH3:32])[CH:34]=4)(=[O:41])=[O:40])[CH2:27][CH2:28]3)[N:22]=2)[CH:13]=[CH:14][C:15]=1[O:16][CH3:17])[C:3]1[CH:4]=[CH:5][CH:6]=[CH:7][CH:8]=1, predict the reactants needed to synthesize it. The reactants are: Cl.[CH2:2]([O:9][C:10]1[CH:11]=[C:12]([C:18]2[C:19]([CH3:31])([CH3:30])[C:20](=[O:29])[N:21]([CH:23]3[CH2:28][CH2:27][NH:26][CH2:25][CH2:24]3)[N:22]=2)[CH:13]=[CH:14][C:15]=1[O:16][CH3:17])[C:3]1[CH:8]=[CH:7][CH:6]=[CH:5][CH:4]=1.[CH3:32][C:33]1[CH:34]=[C:35]([S:39](Cl)(=[O:41])=[O:40])[CH:36]=[CH:37][CH:38]=1.